From a dataset of Retrosynthesis with 50K atom-mapped reactions and 10 reaction types from USPTO. Predict the reactants needed to synthesize the given product. (1) Given the product Cc1c(O[C@@H]2CCC[C@H](N(C)c3ccccc3)C2)ccc2[nH]ncc12, predict the reactants needed to synthesize it. The reactants are: Cc1c(O[C@@H]2CCC[C@H](N(C)c3ccccc3)C2)ccc2c1cnn2C1CCCCO1. (2) Given the product COc1ccc(-c2c(C)c(C(=O)c3ccc(N)c(OC)c3)n3cc(N)ccc23)cc1, predict the reactants needed to synthesize it. The reactants are: COc1ccc(-c2c(C)c(C(=O)c3ccc(N)c(OC)c3)n3cc(NC(=O)OC(C)(C)C)ccc23)cc1. (3) Given the product O=C(Cc1cc(F)cc(F)c1)c1ccc(C(F)(F)F)cc1, predict the reactants needed to synthesize it. The reactants are: Fc1cc(F)cc(C[Zn+])c1.O=C(Cl)c1ccc(C(F)(F)F)cc1.